Dataset: Full USPTO retrosynthesis dataset with 1.9M reactions from patents (1976-2016). Task: Predict the reactants needed to synthesize the given product. (1) Given the product [N:34]1[CH:35]=[CH:36][CH:37]=[C:32]([NH:31][C:22]2[CH:21]=[C:20]([C:18]3[N:19]=[C:14]([NH:13][C@@H:10]4[CH2:11][CH2:12][NH:8][CH2:9]4)[C:15]4[CH:30]=[CH:29][N:28]=[CH:27][C:16]=4[N:17]=3)[CH:25]=[CH:24][N:23]=2)[CH:33]=1, predict the reactants needed to synthesize it. The reactants are: C(OC([N:8]1[CH2:12][CH2:11][C@@H:10]([NH:13][C:14]2[C:15]3[CH:30]=[CH:29][N:28]=[CH:27][C:16]=3[N:17]=[C:18]([C:20]3[CH:25]=[CH:24][N:23]=[C:22](Cl)[CH:21]=3)[N:19]=2)[CH2:9]1)=O)(C)(C)C.[NH2:31][C:32]1[CH:33]=[N:34][CH:35]=[CH:36][CH:37]=1. (2) Given the product [Si:31]([O:38][C:39]1[CH:44]=[CH:43][C:42]([S:45][C:2]2[CH:3]=[C:4]3[C:9](=[CH:10][CH:11]=2)[N:8]=[CH:7][C:6]([C:12]([NH2:14])=[O:13])=[C:5]3[NH:22][C:23]2[CH:28]=[CH:27][CH:26]=[C:25]([O:29][CH3:30])[CH:24]=2)=[CH:41][CH:40]=1)([C:34]([CH3:37])([CH3:36])[CH3:35])([CH3:33])[CH3:32], predict the reactants needed to synthesize it. The reactants are: I[C:2]1[CH:3]=[C:4]2[C:9](=[CH:10][CH:11]=1)[N:8]=[CH:7][C:6]([C:12]([NH:14]C(=O)OC(C)(C)C)=[O:13])=[C:5]2[NH:22][C:23]1[CH:28]=[CH:27][CH:26]=[C:25]([O:29][CH3:30])[CH:24]=1.[Si:31]([O:38][C:39]1[CH:44]=[CH:43][C:42]([SH:45])=[CH:41][CH:40]=1)([C:34]([CH3:37])([CH3:36])[CH3:35])([CH3:33])[CH3:32].O(C1C=CC=CC=1P(C1C=CC=CC=1)C1C=CC=CC=1)C1C=CC=CC=1P(C1C=CC=CC=1)C1C=CC=CC=1.CC(C)([O-])C.[K+]. (3) Given the product [OH:4][CH2:1][C:2]1[CH:7]=[C:6]2[C:17](=[CH:18][CH:3]=1)[CH2:16][N:8]([C:9]([O:10][C:11]([CH3:14])([CH3:13])[CH3:12])=[O:15])[CH2:5]2, predict the reactants needed to synthesize it. The reactants are: [CH2:1]([OH:4])[C:2]#[CH:3].[CH2:5]([N:8]([CH2:16][C:17]#[CH:18])[C:9](=[O:15])[O:10][C:11]([CH3:14])([CH3:13])[CH3:12])[C:6]#[CH:7]. (4) Given the product [Cl:1][C:2]1[CH:9]=[CH:8][C:5]([CH:6]([CH:16]2[CH2:21][CH2:20][O:19][CH2:18][CH2:17]2)[OH:7])=[CH:4][CH:3]=1, predict the reactants needed to synthesize it. The reactants are: [Cl:1][C:2]1[CH:9]=[CH:8][C:5]([CH:6]=[O:7])=[CH:4][CH:3]=1.C1(CC([CH:16]2[CH2:21][CH2:20][O:19][CH2:18][CH2:17]2)O)CC1. (5) Given the product [N:24]([CH2:12][CH2:11][C:2]1[CH:3]=[CH:4][C:5]2[C:10](=[CH:9][CH:8]=[CH:7][CH:6]=2)[CH:1]=1)=[N+:25]=[N-:26], predict the reactants needed to synthesize it. The reactants are: [CH:1]1[C:10]2[C:5](=[CH:6][CH:7]=[CH:8][CH:9]=2)[CH:4]=[CH:3][C:2]=1[CH2:11][CH2:12]OS(C1C=CC(C)=CC=1)(=O)=O.[N-:24]=[N+:25]=[N-:26].[Na+]. (6) Given the product [Br:1][C:2]1[CH:7]=[CH:6][C:5]([C:8]2[C:19](=[O:20])[N:18]([CH2:33][CH:34]3[CH2:39][CH2:38][N:37]([C:40]([O:42][C:43]([CH3:44])([CH3:46])[CH3:45])=[O:41])[CH2:36][CH2:35]3)[C:11]3[N:12]=[C:13]([S:16][CH3:17])[N:14]=[CH:15][C:10]=3[CH:9]=2)=[C:4]([Cl:21])[CH:3]=1, predict the reactants needed to synthesize it. The reactants are: [Br:1][C:2]1[CH:7]=[CH:6][C:5]([C:8]2[C:19](=[O:20])[NH:18][C:11]3[N:12]=[C:13]([S:16][CH3:17])[N:14]=[CH:15][C:10]=3[CH:9]=2)=[C:4]([Cl:21])[CH:3]=1.S(O[CH2:33][CH:34]1[CH2:39][CH2:38][N:37]([C:40]([O:42][C:43]([CH3:46])([CH3:45])[CH3:44])=[O:41])[CH2:36][CH2:35]1)(C1C=CC(C)=CC=1)(=O)=O. (7) Given the product [CH2:1]([O:8][C@@H:9]([C:10]1[N:16]([CH2:17][CH2:18][CH3:19])[C:14](=[O:15])[NH:13][N:12]=1)[CH3:20])[C:2]1[CH:7]=[CH:6][CH:5]=[CH:4][CH:3]=1, predict the reactants needed to synthesize it. The reactants are: [CH2:1]([O:8][C@H:9]([CH3:20])[C:10]([NH:12][NH:13][C:14]([NH:16][CH2:17][CH2:18][CH3:19])=[O:15])=O)[C:2]1[CH:7]=[CH:6][CH:5]=[CH:4][CH:3]=1.[OH-].[K+]. (8) Given the product [CH2:24]([OH:29])[CH2:25][CH2:26][CH2:27][CH3:28].[NH2:1][C@@H:2]1[CH2:7][CH2:6][CH2:5][N:4]([C:8]2[C:13]([Br:14])=[CH:12][N:11]=[C:10]3[NH:15][CH:16]=[C:17]([NH:18][C:19]([CH:21]4[CH2:22][CH2:23]4)=[O:20])[C:9]=23)[CH2:3]1, predict the reactants needed to synthesize it. The reactants are: [NH2:1][C@@H:2]1[CH2:7][CH2:6][CH2:5][N:4]([C:8]2[C:13]([Br:14])=[CH:12][N:11]=[C:10]3[NH:15][CH:16]=[C:17]([NH:18][C:19]([CH:21]4[CH2:23][CH2:22]4)=[O:20])[C:9]=23)[CH2:3]1.[CH2:24]([OH:29])[CH2:25][CH2:26][CH2:27][CH3:28].